From a dataset of Reaction yield outcomes from USPTO patents with 853,638 reactions. Predict the reaction yield, written as a fraction of the theoretical maximum amount of product (1.0 means a 100% yield; for example, 0.34 means a 34% yield). (1) The product is [ClH:18].[CH2:1]([N:8]1[CH2:15][CH2:14][CH2:13][C@H:9]1[C:10]([NH:20][C:21]1[CH:34]=[CH:33][C:32]([Cl:35])=[CH:31][C:22]=1[C:23]([C:25]1[CH:26]=[CH:27][CH:28]=[CH:29][CH:30]=1)=[O:24])=[O:12])[C:2]1[CH:3]=[CH:4][CH:5]=[CH:6][CH:7]=1. The catalyst is C(#N)C. The yield is 0.610. The reactants are [CH2:1]([N:8]1[CH2:15][CH2:14][CH2:13][C@H:9]1[C:10]([OH:12])=O)[C:2]1[CH:7]=[CH:6][CH:5]=[CH:4][CH:3]=1.S(Cl)([Cl:18])=O.[NH2:20][C:21]1[CH:34]=[CH:33][C:32]([Cl:35])=[CH:31][C:22]=1[C:23]([C:25]1[CH:30]=[CH:29][CH:28]=[CH:27][CH:26]=1)=[O:24]. (2) The reactants are [CH2:1]([O:8][N:9]1[C:12]2([CH:17]=[CH:16][C:15](=[O:18])[CH:14]([O:19][Si:20]([C:23]([CH3:26])([CH3:25])[CH3:24])([CH3:22])[CH3:21])[CH:13]2[OH:27])[CH2:11][C:10]1=[O:28])[C:2]1[CH:7]=[CH:6][CH:5]=[CH:4][CH:3]=1.C[Si:30]([C:33]#N)([CH3:32])[CH3:31].C1N2C[CH2:42][N:37](CC2)C1. The catalyst is O. The product is [CH2:1]([O:8][N:9]1[C:12]2([CH:17]=[CH:16][C:15]([C:42]#[N:37])([O:18][Si:20]([CH3:23])([CH3:22])[CH3:21])[CH:14]([O:19][Si:20]([C:23]([CH3:24])([CH3:25])[CH3:26])([CH3:21])[CH3:22])[CH:13]2[O:27][Si:30]([CH3:31])([CH3:32])[CH3:33])[CH2:11][C:10]1=[O:28])[C:2]1[CH:7]=[CH:6][CH:5]=[CH:4][CH:3]=1. The yield is 0.890. (3) The reactants are [Br:1][C:2]1[CH:7]=[CH:6][C:5]([OH:8])=[C:4]([F:9])[C:3]=1[F:10].C(=O)([O-])[O-].[K+].[K+].Cl[CH2:18][C:19]1[CH:24]=[CH:23][C:22]([O:25][CH3:26])=[CH:21][CH:20]=1. The catalyst is C(#N)C. The product is [Br:1][C:2]1[CH:7]=[CH:6][C:5]([O:8][CH2:18][C:19]2[CH:24]=[CH:23][C:22]([O:25][CH3:26])=[CH:21][CH:20]=2)=[C:4]([F:9])[C:3]=1[F:10]. The yield is 0.960. (4) The yield is 0.276. The reactants are [NH2:1][C:2]1[C:3]([Cl:9])=[N:4][CH:5]=[N:6][C:7]=1[Cl:8].[H-].[Na+].[CH3:12]I. The catalyst is C1COCC1. The product is [Cl:9][C:3]1[C:2]([NH:1][CH3:12])=[C:7]([Cl:8])[N:6]=[CH:5][N:4]=1.